From a dataset of Full USPTO retrosynthesis dataset with 1.9M reactions from patents (1976-2016). Predict the reactants needed to synthesize the given product. (1) The reactants are: [CH:1]1([CH2:4][C:5]([OH:7])=O)[CH2:3][CH2:2]1.[CH3:8][O:9][C:10](=[O:25])[C@H:11]([CH2:18][C:19]1[CH:24]=[CH:23][CH:22]=[CH:21][CH:20]=1)[NH:12][C:13](=[O:17])[C@H:14]([CH3:16])[NH2:15].C(N[C@H](C(O)=O)C)(OC(C)(C)C)=O.Cl.COC(=O)[C@H](CC1C=CC=CC=1)N. Given the product [CH3:8][O:9][C:10](=[O:25])[C@H:11]([CH2:18][C:19]1[CH:24]=[CH:23][CH:22]=[CH:21][CH:20]=1)[NH:12][C:13](=[O:17])[C@H:14]([CH3:16])[NH:15][C:5](=[O:7])[CH2:4][CH:1]1[CH2:2][CH2:3]1, predict the reactants needed to synthesize it. (2) Given the product [CH2:1]([P:3]([CH2:11][CH2:10][O:9][C:6](=[O:8])[CH3:7])(=[O:5])[OH:4])[CH3:2], predict the reactants needed to synthesize it. The reactants are: [CH2:1]([P:3]([OH:5])[OH:4])[CH3:2].[C:6]([O:9][CH:10]=[CH2:11])(=[O:8])[CH3:7].[O-]S(OOS([O-])(=O)=O)(=O)=O.[Na+].[Na+]. (3) Given the product [F:1][C:2]1[CH:3]=[C:4]([C:9]2[O:11][N:23]=[C:22]([C:25]([OH:27])=[O:26])[CH:10]=2)[CH:5]=[C:6]([F:8])[CH:7]=1, predict the reactants needed to synthesize it. The reactants are: [F:1][C:2]1[CH:3]=[C:4]([C:9](=[O:11])[CH3:10])[CH:5]=[C:6]([F:8])[CH:7]=1.ClC1C=C(C2O[N:23]=[C:22]([C:25]([OH:27])=[O:26])C=2)C=CC=1F. (4) Given the product [N:1]1[CH:2]=[CH:3][N:4]2[CH2:9][CH2:8][NH:7][CH2:6][C:5]=12, predict the reactants needed to synthesize it. The reactants are: [N:1]1[CH:2]=[CH:3][N:4]2[CH:9]=[CH:8][N:7]=[CH:6][C:5]=12.